Predict the reaction yield, written as a fraction of the theoretical maximum amount of product (1.0 means a 100% yield; for example, 0.34 means a 34% yield). From a dataset of Reaction yield outcomes from USPTO patents with 853,638 reactions. (1) The reactants are [NH2:1][CH2:2][C:3]([CH3:7])([CH3:6])[CH2:4][OH:5].[C:8]([O:12][C:13](O[C:13]([O:12][C:8]([CH3:11])([CH3:10])[CH3:9])=[O:14])=[O:14])([CH3:11])([CH3:10])[CH3:9].C(=O)(O)[O-].[Na+]. The catalyst is C(#N)C. The product is [C:8]([O:12][C:13]([NH:1][CH2:2][C:3]([CH3:7])([CH3:6])[CH2:4][OH:5])=[O:14])([CH3:11])([CH3:10])[CH3:9]. The yield is 0.940. (2) The reactants are [CH:1]1([S:4](Cl)(=[O:6])=[O:5])[CH2:3][CH2:2]1.[NH:8]1[CH2:13][CH2:12][CH:11]([N:14]2[CH:18]=[C:17]([O:19][C:20]3[N:21]=[C:22]([OH:30])[C:23]4[CH:29]=[CH:28][N:27]=[CH:26][C:24]=4[N:25]=3)[CH:16]=[N:15]2)[CH2:10][CH2:9]1. The product is [CH:1]1([S:4]([N:8]2[CH2:9][CH2:10][CH:11]([N:14]3[CH:18]=[C:17]([O:19][C:20]4[N:21]=[C:22]([OH:30])[C:23]5[CH:29]=[CH:28][N:27]=[CH:26][C:24]=5[N:25]=4)[CH:16]=[N:15]3)[CH2:12][CH2:13]2)(=[O:6])=[O:5])[CH2:3][CH2:2]1. No catalyst specified. The yield is 0.210. (3) The reactants are [NH2:1][C:2]1[CH:7]=[CH:6][CH:5]=[CH:4][C:3]=1[NH2:8].[OH:9][C@H:10]([CH3:14])[C:11](O)=O.ClC1C=C(N=C=O)C=CC=1Cl. No catalyst specified. The product is [NH:1]1[C:2]2[CH:7]=[CH:6][CH:5]=[CH:4][C:3]=2[N:8]=[C:11]1[C@@H:10]([OH:9])[CH3:14]. The yield is 0.910. (4) The reactants are Cl.C(N=C=NCCCN(C)C)C.[CH3:13][N:14]1[CH2:19][CH2:18][N:17]([C:20]2[S:21][CH:22]=[C:23]([C:25]3[CH:30]=[CH:29][C:28]([C:31]([NH:33][C:34]4([C:40]([OH:42])=O)[CH2:39][CH2:38][CH2:37][CH2:36][CH2:35]4)=[O:32])=[CH:27][CH:26]=3)[N:24]=2)[CH2:16][CH2:15]1. The catalyst is CN(C)C=O. The product is [CH3:13][N:14]1[CH2:15][CH2:16][N:17]([C:20]2[S:21][CH:22]=[C:23]([C:25]3[CH:30]=[CH:29][C:28]([C:31]4[O:32][C:40](=[O:42])[C:34]5([CH2:35][CH2:36][CH2:37][CH2:38][CH2:39]5)[N:33]=4)=[CH:27][CH:26]=3)[N:24]=2)[CH2:18][CH2:19]1. The yield is 0.670. (5) The reactants are [O:1]1[C:5]2[CH:6]=[CH:7][C:8]([NH:10][C:11]3[C:16]([CH3:17])=[C:15]([CH3:18])[C:14]([O:19]CC4C=CC=CC=4)=[C:13]([CH3:27])[N:12]=3)=[CH:9][C:4]=2[O:3][CH2:2]1. The catalyst is [Pd].CO. The product is [O:1]1[C:5]2[CH:6]=[CH:7][C:8]([NH:10][C:11]3[N:12]=[C:13]([CH3:27])[C:14]([OH:19])=[C:15]([CH3:18])[C:16]=3[CH3:17])=[CH:9][C:4]=2[O:3][CH2:2]1. The yield is 1.00.